Dataset: Forward reaction prediction with 1.9M reactions from USPTO patents (1976-2016). Task: Predict the product of the given reaction. (1) Given the reactants C(N(CC)CC)C.Cl[CH2:9][CH2:10][CH2:11][C:12](Cl)=[O:13].[NH2:15][CH:16]([C:25]1[CH:30]=[CH:29][CH:28]=[CH:27][N:26]=1)[CH:17]([C:19]1[CH:24]=[CH:23][CH:22]=[CH:21][CH:20]=1)[OH:18].[OH-].[Na+], predict the reaction product. The product is: [OH:18][CH:17]([C:19]1[CH:24]=[CH:23][CH:22]=[CH:21][CH:20]=1)[CH:16]([N:15]1[CH2:9][CH2:10][CH2:11][C:12]1=[O:13])[C:25]1[CH:30]=[CH:29][CH:28]=[CH:27][N:26]=1. (2) Given the reactants [C:1]([O:9][C@@H:10]1[C@@H:15]([O:16][C:17](=[O:24])[C:18]2[CH:23]=[CH:22][CH:21]=[CH:20][CH:19]=2)[C@H:14]([O:25][C:26](=[O:33])[C:27]2[CH:32]=[CH:31][CH:30]=[CH:29][CH:28]=2)[C@@H:13]([CH2:34][O:35][C:36](=[O:43])[C:37]2[CH:42]=[CH:41][CH:40]=[CH:39][CH:38]=2)[O:12][C@@H:11]1[O:44][C@@H:45]1[C@@H:50]([CH2:51][O:52][C:53](=[O:60])[C:54]2[CH:59]=[CH:58][CH:57]=[CH:56][CH:55]=2)[O:49][C@H:48]([O:61][C@@H:62]2[C@@H:67]([CH2:68][O:69][C:70](=[O:77])[C:71]3[CH:76]=[CH:75][CH:74]=[CH:73][CH:72]=3)[O:66][C@H:65]([O:78][C@@H:79]3[C@@H:84]([CH2:85][O:86][C:87](=[O:94])[C:88]4[CH:93]=[CH:92][CH:91]=[CH:90][CH:89]=4)[O:83][C@@H:82]([N:95]=[N+]=[N-])[C@H:81]([O:98][C:99](=[O:106])[C:100]4[CH:105]=[CH:104][CH:103]=[CH:102][CH:101]=4)[C@H:80]3[O:107][C:108](=[O:115])[C:109]3[CH:114]=[CH:113][CH:112]=[CH:111][CH:110]=3)[C@H:64]([O:116][C:117](=[O:124])[C:118]3[CH:123]=[CH:122][CH:121]=[CH:120][CH:119]=3)[C@H:63]2[O:125][C:126](=[O:133])[C:127]2[CH:132]=[CH:131][CH:130]=[CH:129][CH:128]=2)[C@H:47]([O:134][C:135](=[O:142])[C:136]2[CH:141]=[CH:140][CH:139]=[CH:138][CH:137]=2)[C@H:46]1[O:143][C:144](=[O:151])[C:145]1[CH:150]=[CH:149][CH:148]=[CH:147][CH:146]=1)(=[O:8])[C:2]1[CH:7]=[CH:6][CH:5]=[CH:4][CH:3]=1.C1(C)C=CC=CC=1, predict the reaction product. The product is: [C:1]([O:9][C@@H:10]1[C@@H:15]([O:16][C:17](=[O:24])[C:18]2[CH:23]=[CH:22][CH:21]=[CH:20][CH:19]=2)[C@H:14]([O:25][C:26](=[O:33])[C:27]2[CH:28]=[CH:29][CH:30]=[CH:31][CH:32]=2)[C@@H:13]([CH2:34][O:35][C:36](=[O:43])[C:37]2[CH:38]=[CH:39][CH:40]=[CH:41][CH:42]=2)[O:12][C@@H:11]1[O:44][C@@H:45]1[C@@H:50]([CH2:51][O:52][C:53](=[O:60])[C:54]2[CH:55]=[CH:56][CH:57]=[CH:58][CH:59]=2)[O:49][C@H:48]([O:61][C@@H:62]2[C@@H:67]([CH2:68][O:69][C:70](=[O:77])[C:71]3[CH:76]=[CH:75][CH:74]=[CH:73][CH:72]=3)[O:66][C@H:65]([O:78][C@@H:79]3[C@@H:84]([CH2:85][O:86][C:87](=[O:94])[C:88]4[CH:93]=[CH:92][CH:91]=[CH:90][CH:89]=4)[O:83][C@@H:82]([NH2:95])[C@H:81]([O:98][C:99](=[O:106])[C:100]4[CH:101]=[CH:102][CH:103]=[CH:104][CH:105]=4)[C@H:80]3[O:107][C:108](=[O:115])[C:109]3[CH:110]=[CH:111][CH:112]=[CH:113][CH:114]=3)[C@H:64]([O:116][C:117](=[O:124])[C:118]3[CH:123]=[CH:122][CH:121]=[CH:120][CH:119]=3)[C@H:63]2[O:125][C:126](=[O:133])[C:127]2[CH:132]=[CH:131][CH:130]=[CH:129][CH:128]=2)[C@H:47]([O:134][C:135](=[O:142])[C:136]2[CH:141]=[CH:140][CH:139]=[CH:138][CH:137]=2)[C@H:46]1[O:143][C:144](=[O:151])[C:145]1[CH:150]=[CH:149][CH:148]=[CH:147][CH:146]=1)(=[O:8])[C:2]1[CH:7]=[CH:6][CH:5]=[CH:4][CH:3]=1. (3) The product is: [NH2:1][C:2]1[N:6]([CH3:7])[C:5](=[O:8])[C:4]([C:19]2[CH:20]=[CH:21][C:22]([O:25][CH:26]([F:28])[F:27])=[CH:23][CH:24]=2)([C:9]2[CH:14]=[CH:13][CH:12]=[C:11]([C:56]#[C:55][CH2:54][CH2:53][F:29])[CH:10]=2)[N:3]=1. Given the reactants [NH2:1][C:2]1[N:6]([CH3:7])[C:5](=[O:8])[C:4]([C:19]2[CH:24]=[CH:23][C:22]([O:25][CH:26]([F:28])[F:27])=[CH:21][CH:20]=2)([C:9]2[CH:14]=[CH:13][CH:12]=[C:11](C#CCF)[CH:10]=2)[N:3]=1.[F:29]C(F)OC1C=CC(C(=O)C(C2C=CC=C(C#CCO)C=2)=O)=CC=1.[CH2:53](O)[CH2:54][C:55]#[CH:56], predict the reaction product. (4) Given the reactants [Br:1][C:2]1[CH:7]=[CH:6][C:5]([Cl:8])=[CH:4][C:3]=1[C:9]1[CH:14]=[CH:13][N:12]([CH2:15][C:16]([O:18][C:19]([CH3:22])([CH3:21])[CH3:20])=[O:17])[C:11](=[O:23])[CH:10]=1.Br.Br[CH2:26][C:27]1[CH:32]=[CH:31][N:30]=[CH:29][CH:28]=1, predict the reaction product. The product is: [Br:1][C:2]1[CH:7]=[CH:6][C:5]([Cl:8])=[CH:4][C:3]=1[C:9]1[CH:14]=[CH:13][N:12]([CH:15]([CH2:26][C:27]2[CH:32]=[CH:31][N:30]=[CH:29][CH:28]=2)[C:16]([O:18][C:19]([CH3:20])([CH3:22])[CH3:21])=[O:17])[C:11](=[O:23])[CH:10]=1. (5) Given the reactants [C:1]([OH:10])(=[O:9])[C:2]1[C:3](=[CH:5][CH:6]=[CH:7][CH:8]=1)[NH2:4].[CH3:11][C:12]([C:14]1[CH:19]=[CH:18][CH:17]=[CH:16][CH:15]=1)=[CH2:13].Cl.[OH-].[Na+], predict the reaction product. The product is: [NH2:4][C:3]1[CH:5]=[CH:6][C:7]([C:12]([C:14]2[CH:19]=[CH:18][CH:17]=[CH:16][CH:15]=2)([CH3:13])[CH3:11])=[CH:8][C:2]=1[C:1]([OH:10])=[O:9]. (6) Given the reactants Cl.[F:2][C:3]([F:8])([F:7])[CH2:4][CH2:5][NH2:6].[CH3:9][O:10][CH:11]([O:14][CH3:15])[CH:12]=O.C(=O)(O)[O-].[Na+], predict the reaction product. The product is: [CH3:9][O:10][CH:11]([O:14][CH3:15])[CH2:12][NH:6][CH2:5][CH2:4][C:3]([F:8])([F:7])[F:2]. (7) Given the reactants [Cl:1][C:2]1[CH:7]=[C:6]([Cl:8])[CH:5]=[CH:4][C:3]=1[S:9][C:10]1[CH:15]=[CH:14][C:13](/[CH:16]=[CH:17]/[C:18]([NH:20][CH2:21][CH2:22][CH2:23][N:24]2[CH2:28][CH2:27][CH2:26][C:25]2=[O:29])=[O:19])=[CH:12][C:11]=1[N+:30]([O-])=O.Cl[Sn]Cl, predict the reaction product. The product is: [Cl:1][C:2]1[CH:7]=[C:6]([Cl:8])[CH:5]=[CH:4][C:3]=1[S:9][C:10]1[CH:15]=[CH:14][C:13](/[CH:16]=[CH:17]/[C:18]([NH:20][CH2:21][CH2:22][CH2:23][N:24]2[CH2:28][CH2:27][CH2:26][C:25]2=[O:29])=[O:19])=[CH:12][C:11]=1[NH2:30]. (8) Given the reactants [C:1]1([S:7]([NH:10][C:11]2[CH:12]=[C:13]([C@@H:17]([OH:39])[CH2:18][NH:19][C:20]([CH3:38])([CH3:37])[CH2:21][CH2:22][N:23]3[C:27]4[CH:28]=[C:29]([C:32]([O:34]CC)=[O:33])[CH:30]=[CH:31][C:26]=4[N:25]=[CH:24]3)[CH:14]=[CH:15][CH:16]=2)(=[O:9])=[O:8])[CH:6]=[CH:5][CH:4]=[CH:3][CH:2]=1.[OH-].[Li+].[F:42][C:43]([F:48])([F:47])[C:44]([OH:46])=[O:45], predict the reaction product. The product is: [F:42][C:43]([F:48])([F:47])[C:44]([OH:46])=[O:45].[C:1]1([S:7]([NH:10][C:11]2[CH:12]=[C:13]([C@@H:17]([OH:39])[CH2:18][NH:19][C:20]([CH3:37])([CH3:38])[CH2:21][CH2:22][N:23]3[C:27]4[CH:28]=[C:29]([C:32]([OH:34])=[O:33])[CH:30]=[CH:31][C:26]=4[N:25]=[CH:24]3)[CH:14]=[CH:15][CH:16]=2)(=[O:9])=[O:8])[CH:6]=[CH:5][CH:4]=[CH:3][CH:2]=1. (9) Given the reactants Cl[C:2]1[N:7]=[C:6]([NH:8][C@H:9]([C:11]2[N:12]([C:30]3[CH:35]=[CH:34][CH:33]=[CH:32][CH:31]=3)[C:13](=[O:29])[C:14]3[C:19]([CH:20]=2)=[CH:18][CH:17]=[CH:16][C:15]=3[C:21]2[CH:22]=[N:23][C:24]([O:27][CH3:28])=[N:25][CH:26]=2)[CH3:10])[C:5]([I:36])=[CH:4][N:3]=1.[OH-].[NH4+:38], predict the reaction product. The product is: [NH2:38][C:2]1[N:7]=[C:6]([NH:8][C@H:9]([C:11]2[N:12]([C:30]3[CH:35]=[CH:34][CH:33]=[CH:32][CH:31]=3)[C:13](=[O:29])[C:14]3[C:19]([CH:20]=2)=[CH:18][CH:17]=[CH:16][C:15]=3[C:21]2[CH:22]=[N:23][C:24]([O:27][CH3:28])=[N:25][CH:26]=2)[CH3:10])[C:5]([I:36])=[CH:4][N:3]=1. (10) Given the reactants Br[C:2]1[CH:3]=[C:4]([NH:13][S:14]([CH2:17][CH3:18])(=[O:16])=[O:15])[CH:5]=[CH:6][C:7]=1[O:8][CH2:9][CH:10]1[CH2:12][CH2:11]1.[CH3:19][C:20]1([CH3:36])[C:24]([CH3:26])([CH3:25])[O:23][B:22]([B:22]2[O:23][C:24]([CH3:26])([CH3:25])[C:20]([CH3:36])([CH3:19])[O:21]2)[O:21]1.CC([O-])=O.[K+].CC12CC3(C)P(C4C=CC=CC=4)C(C)(CC(C)(O3)O1)O2, predict the reaction product. The product is: [CH:10]1([CH2:9][O:8][C:7]2[CH:6]=[CH:5][C:4]([NH:13][S:14]([CH2:17][CH3:18])(=[O:16])=[O:15])=[CH:3][C:2]=2[B:22]2[O:23][C:24]([CH3:26])([CH3:25])[C:20]([CH3:36])([CH3:19])[O:21]2)[CH2:12][CH2:11]1.